Dataset: Full USPTO retrosynthesis dataset with 1.9M reactions from patents (1976-2016). Task: Predict the reactants needed to synthesize the given product. (1) Given the product [Cl:20][C:17]([F:19])([F:18])[O:16][C:13]1[CH:14]=[CH:15][C:10]([NH:9][C:7](=[O:8])[C:6]2[CH:21]=[C:2]([C:32]3[CH:33]=[N:28][CH:29]=[N:30][CH:31]=3)[C:3]([N:22]([CH2:26][CH3:27])[CH2:23][CH2:24][OH:25])=[N:4][CH:5]=2)=[CH:11][CH:12]=1, predict the reactants needed to synthesize it. The reactants are: Br[C:2]1[C:3]([N:22]([CH2:26][CH3:27])[CH2:23][CH2:24][OH:25])=[N:4][CH:5]=[C:6]([CH:21]=1)[C:7]([NH:9][C:10]1[CH:15]=[CH:14][C:13]([O:16][C:17]([Cl:20])([F:19])[F:18])=[CH:12][CH:11]=1)=[O:8].[N:28]1[CH:33]=[C:32](B(O)O)[CH:31]=[N:30][CH:29]=1. (2) Given the product [CH:19]([C:4]1([C:7]([O:9][CH3:10])=[O:8])[CH2:3][CH2:2][N:1]([C:11]([O:13][C:14]([CH3:17])([CH3:16])[CH3:15])=[O:12])[CH2:6][CH2:5]1)([CH3:21])[CH3:20], predict the reactants needed to synthesize it. The reactants are: [N:1]1([C:11]([O:13][C:14]([CH3:17])([CH3:16])[CH3:15])=[O:12])[CH2:6][CH2:5][CH:4]([C:7]([O:9][CH3:10])=[O:8])[CH2:3][CH2:2]1.I[CH:19]([CH3:21])[CH3:20].C[Si](C)(C)N[Si](C)(C)C.[Li]. (3) The reactants are: [Cl:1][C:2]1[CH:3]=[C:4]([C:8]2[N:13]=[C:12]([C:14]([OH:16])=O)[CH:11]=[CH:10][C:9]=2[CH:17]2[CH2:21][CH2:20][CH2:19][O:18]2)[CH:5]=[CH:6][CH:7]=1.[CH3:22][C:23]([CH3:30])([C:25]1[O:26][CH:27]=[CH:28][N:29]=1)[NH2:24]. Given the product [CH3:22][C:23]([NH:24][C:14]([C:12]1[CH:11]=[CH:10][C:9]([CH:17]2[CH2:21][CH2:20][CH2:19][O:18]2)=[C:8]([C:4]2[CH:5]=[CH:6][CH:7]=[C:2]([Cl:1])[CH:3]=2)[N:13]=1)=[O:16])([C:25]1[O:26][CH:27]=[CH:28][N:29]=1)[CH3:30], predict the reactants needed to synthesize it. (4) Given the product [CH3:1][S:2]([C:5]1[CH:6]=[C:7]([C:11]2[CH:16]=[CH:15][C:14]([N:17]3[CH:21]=[C:20]([C:22]4[O:23][C:43](=[O:44])[NH:25][N:24]=4)[N:19]=[C:18]3[C:26]3[CH:31]=[CH:30][CH:29]=[CH:28][C:27]=3[C:32]([F:35])([F:33])[F:34])=[CH:13][CH:12]=2)[CH:8]=[CH:9][CH:10]=1)(=[O:3])=[O:4], predict the reactants needed to synthesize it. The reactants are: [CH3:1][S:2]([C:5]1[CH:6]=[C:7]([C:11]2[CH:16]=[CH:15][C:14]([N:17]3[CH:21]=[C:20]([C:22]([NH:24][NH2:25])=[O:23])[N:19]=[C:18]3[C:26]3[CH:31]=[CH:30][CH:29]=[CH:28][C:27]=3[C:32]([F:35])([F:34])[F:33])=[CH:13][CH:12]=2)[CH:8]=[CH:9][CH:10]=1)(=[O:4])=[O:3].C(N(CC)CC)C.[C:43](N1C=CN=C1)(N1C=CN=C1)=[O:44]. (5) Given the product [O:18]=[C:17]1[NH:21][C:7]2[CH:6]=[C:5]([C:3]([O:2][CH3:1])=[O:4])[CH:10]=[CH:9][C:8]=2[N:11]2[CH2:16][CH2:15][CH2:14][CH2:13][CH:12]12, predict the reactants needed to synthesize it. The reactants are: [CH3:1][O:2][C:3]([C:5]1[CH:10]=[CH:9][C:8]([N:11]2[CH2:16][CH2:15][CH2:14][CH2:13][CH:12]2[C:17](OC)=[O:18])=[C:7]([N+:21]([O-])=O)[CH:6]=1)=[O:4].Cl. (6) The reactants are: C(=O)([O-])[O-].[K+].[K+].[CH3:7][N:8]=[C:9]=[O:10].[CH2:11]([C:13]1[C:14]([O:19][C:20]2[CH:25]=[CH:24][C:23]([N+:26]([O-:28])=[O:27])=[CH:22][C:21]=2[C:29]([F:32])([F:31])[F:30])=[N:15][NH:16][C:17]=1[CH3:18])[CH3:12].Cl. Given the product [CH3:7][NH:8][C:9]([N:16]1[C:17]([CH3:18])=[C:13]([CH2:11][CH3:12])[C:14]([O:19][C:20]2[CH:25]=[CH:24][C:23]([N+:26]([O-:28])=[O:27])=[CH:22][C:21]=2[C:29]([F:30])([F:31])[F:32])=[N:15]1)=[O:10], predict the reactants needed to synthesize it.